From a dataset of Full USPTO retrosynthesis dataset with 1.9M reactions from patents (1976-2016). Predict the reactants needed to synthesize the given product. (1) Given the product [C:1]([O:5][C:6](=[O:25])[NH:7][C:8]1[CH:13]=[C:12]([N:14]2[CH2:15][CH2:16][O:17][CH2:18][CH2:19]2)[C:11]([C:20]([F:21])([F:22])[F:23])=[CH:10][C:9]=1[NH:24][C:31](=[O:30])[CH2:32][C:33]([C:35]1[CH:40]=[CH:39][CH:38]=[C:37]([C:41]2[CH:42]=[C:43]([CH3:48])[N:44]=[C:45]([CH3:47])[CH:46]=2)[CH:36]=1)=[O:34])([CH3:4])([CH3:2])[CH3:3], predict the reactants needed to synthesize it. The reactants are: [C:1]([O:5][C:6](=[O:25])[NH:7][C:8]1[CH:13]=[C:12]([N:14]2[CH2:19][CH2:18][O:17][CH2:16][CH2:15]2)[C:11]([C:20]([F:23])([F:22])[F:21])=[CH:10][C:9]=1[NH2:24])([CH3:4])([CH3:3])[CH3:2].C([O:30][C:31](=O)[CH2:32][C:33]([C:35]1[CH:40]=[CH:39][CH:38]=[C:37]([C:41]2[CH:46]=[C:45]([CH3:47])[N:44]=[C:43]([CH3:48])[CH:42]=2)[CH:36]=1)=[O:34])(C)(C)C. (2) Given the product [N:20]([CH2:18][CH2:17][O:16][CH2:15][CH2:14][O:13][CH2:12][CH2:11][OH:10])=[N+:21]=[N-:22], predict the reactants needed to synthesize it. The reactants are: CN(C=O)C.CS([O:10][CH2:11][CH2:12][O:13][CH2:14][CH2:15][O:16][CH2:17][CH2:18]O)(=O)=O.[N-:20]=[N+:21]=[N-:22].[Na+]. (3) Given the product [Cl:20][C:9]1[CH:8]=[CH:7][CH:6]=[C:5]2[C:10]=1[N:11]=[C:12]([C:13]1[CH:18]=[CH:17][CH:16]=[C:15]([F:19])[CH:14]=1)[C:3]([CH:2]=[O:22])=[N:4]2, predict the reactants needed to synthesize it. The reactants are: Br[CH2:2][C:3]1[C:12]([C:13]2[CH:18]=[CH:17][CH:16]=[C:15]([F:19])[CH:14]=2)=[N:11][C:10]2[C:5](=[CH:6][CH:7]=[CH:8][C:9]=2[Cl:20])[N:4]=1.I([O-])(=O)(=O)=[O:22].[Na+].CN(C=O)C. (4) Given the product [CH2:28]([O:27][C:25]([NH:7][C:8]1[C:9]([C:19]([O:21][CH2:22][CH3:23])=[O:20])=[N:10][C:11]2[C:16]([CH:17]=1)=[CH:15][CH:14]=[C:13]([Br:18])[CH:12]=2)=[O:26])[C:29]1[CH:34]=[CH:33][CH:32]=[CH:31][CH:30]=1, predict the reactants needed to synthesize it. The reactants are: N1C=CC=CC=1.[NH2:7][C:8]1[C:9]([C:19]([O:21][CH2:22][CH3:23])=[O:20])=[N:10][C:11]2[C:16]([CH:17]=1)=[CH:15][CH:14]=[C:13]([Br:18])[CH:12]=2.Cl[C:25]([O:27][CH2:28][C:29]1[CH:34]=[CH:33][CH:32]=[CH:31][CH:30]=1)=[O:26]. (5) The reactants are: [C:1]([NH:4][C:5]1[CH:10]=[C:9]([C:11]2[S:15][C:14]([C:16]([O:18]CC)=[O:17])=[C:13]([CH2:21][C:22]3[CH:27]=[CH:26][C:25]([Cl:28])=[CH:24][CH:23]=3)[C:12]=2[C:29]#[N:30])[CH:8]=[CH:7][N:6]=1)(=[O:3])[CH3:2].[OH-].[Li+].Cl. Given the product [C:1]([NH:4][C:5]1[CH:10]=[C:9]([C:11]2[S:15][C:14]([C:16]([OH:18])=[O:17])=[C:13]([CH2:21][C:22]3[CH:23]=[CH:24][C:25]([Cl:28])=[CH:26][CH:27]=3)[C:12]=2[C:29]#[N:30])[CH:8]=[CH:7][N:6]=1)(=[O:3])[CH3:2], predict the reactants needed to synthesize it.